From a dataset of Full USPTO retrosynthesis dataset with 1.9M reactions from patents (1976-2016). Predict the reactants needed to synthesize the given product. (1) The reactants are: [NH2:1][C:2]1[S:3][CH:4]=[C:5]([C:7]2[CH:14]=[CH:13][C:10]([C:11]#[N:12])=[CH:9][CH:8]=2)[N:6]=1.C(O[BH-](OC(=O)C)OC(=O)C)(=O)C.[Na+].[CH:29](=O)[CH2:30][CH:31]([CH3:33])[CH3:32].C(O)(=O)C. Given the product [CH3:32][CH:31]([CH3:33])[CH2:30][CH2:29][NH:1][C:2]1[S:3][CH:4]=[C:5]([C:7]2[CH:8]=[CH:9][C:10]([C:11]#[N:12])=[CH:13][CH:14]=2)[N:6]=1, predict the reactants needed to synthesize it. (2) Given the product [C:17]([O:16][C@@H:15]1[C:10]([C:5]2[CH:4]=[CH:3][C:2]([Cl:1])=[C:7]([O:8][CH3:9])[N:6]=2)=[CH:11][CH2:12][NH:13][CH2:14]1)(=[O:22])[C:18]([CH3:21])([CH3:20])[CH3:19], predict the reactants needed to synthesize it. The reactants are: [Cl:1][C:2]1[CH:3]=[CH:4][C:5]([C:10]2[C@@H:15]([O:16][C:17](=[O:22])[C:18]([CH3:21])([CH3:20])[CH3:19])[CH2:14][N:13](C(OC(C)(C)C)=O)[CH2:12][CH:11]=2)=[N:6][C:7]=1[O:8][CH3:9].Cl.O1CCOCC1. (3) Given the product [CH3:36][O:37][C:38]1[CH:39]=[CH:40][C:41]([CH2:42][N:43]2[C:51]3[CH:50]=[CH:49][N:48]=[C:47]([NH2:52])[C:46]=3[N:45]=[C:44]2[S:53][C:2]2[C:10]([S:11][CH3:12])=[CH:9][C:5]3[O:6][CH2:7][O:8][C:4]=3[CH:3]=2)=[CH:64][CH:65]=1, predict the reactants needed to synthesize it. The reactants are: I[C:2]1[C:10]([S:11][CH3:12])=[CH:9][C:5]2[O:6][CH2:7][O:8][C:4]=2[CH:3]=1.CC1C=CC2C=CC3C=CC(C)=NC=3C=2N=1.O.CC([O-])(C)C.[Na+].[CH3:36][O:37][C:38]1[CH:65]=[CH:64][C:41]([CH2:42][N:43]2[C:51]3[CH:50]=[CH:49][N:48]=[C:47]([NH2:52])[C:46]=3[N:45]=[C:44]2[S:53]C2C(C)=CC3OCOC=3C=2)=[CH:40][CH:39]=1. (4) The reactants are: [OH:1][C:2]1[C:3]2[O:15][N:14]=[C:13]([C:16]3[CH:21]=[CH:20][CH:19]=[CH:18][CH:17]=3)[C:4]=2[CH:5]=[N:6][C:7]=1[C:8]([O:10][CH2:11][CH3:12])=[O:9].C1C(=O)N([Br:29])C(=O)C1.C(OOC(=O)C1C=CC=CC=1)(=O)C1C=CC=CC=1. Given the product [Br:29][C:5]1[C:4]2[C:13]([C:16]3[CH:21]=[CH:20][CH:19]=[CH:18][CH:17]=3)=[N:14][O:15][C:3]=2[C:2]([OH:1])=[C:7]([C:8]([O:10][CH2:11][CH3:12])=[O:9])[N:6]=1, predict the reactants needed to synthesize it. (5) Given the product [Br:1][C:2]1[CH:7]=[C:6]([CH2:8][Br:31])[CH:5]=[CH:4][C:3]=1[N:9]([C:17]([O:19][C:20]([CH3:23])([CH3:22])[CH3:21])=[O:18])[C:10]([O:12][C:13]([CH3:16])([CH3:14])[CH3:15])=[O:11], predict the reactants needed to synthesize it. The reactants are: [Br:1][C:2]1[CH:7]=[C:6]([CH3:8])[CH:5]=[CH:4][C:3]=1[N:9]([C:17]([O:19][C:20]([CH3:23])([CH3:22])[CH3:21])=[O:18])[C:10]([O:12][C:13]([CH3:16])([CH3:15])[CH3:14])=[O:11].C1C(=O)N([Br:31])C(=O)C1.N(C(C)(C)C#N)=NC(C)(C)C#N. (6) Given the product [Cl:62][C:38]1[N:39]=[C:40]([C@@H:42]2[CH2:46][C@H:45]([CH2:47][O:48][CH3:49])[CH2:44][N:43]2[C:50](=[O:61])[C@@H:51]([NH:56][C:57](=[O:60])[O:58][CH3:59])[C@H:52]([O:54][CH3:55])[CH3:53])[NH:41][C:37]=1[C:34]1[CH:35]=[CH:36][C:31]([C:28]2[CH:27]=[CH:26][C:25]([C:22]3[NH:21][C:20]([C@@H:15]4[CH2:16][CH2:17][C@H:18]([CH3:19])[N:14]4[C:12](=[O:13])[C@@:6]([NH:5][C:3]([O:2][CH3:1])=[O:4])([C@@H:8]([CH3:11])[O:9][CH3:10])[NH2:7])=[N:24][CH:23]=3)=[CH:30][CH:29]=2)=[CH:32][CH:33]=1, predict the reactants needed to synthesize it. The reactants are: [CH3:1][O:2][C:3]([NH:5][C@:6]([C:12]([N:14]1[C@@H:18]([CH3:19])[CH2:17][CH2:16][C@H:15]1[C:20]1[NH:21][C:22]([C:25]2[CH:30]=[CH:29][C:28]([C:31]3[CH:36]=[CH:35][C:34]([C:37]4[NH:41][C:40]([C@@H:42]5[CH2:46][C@H:45]([CH2:47][O:48][CH3:49])[CH2:44][N:43]5[C:50](=[O:61])[C@@H:51]([NH:56][C:57](=[O:60])[O:58][CH3:59])[C@H:52]([O:54][CH3:55])[CH3:53])=[N:39][CH:38]=4)=[CH:33][CH:32]=3)=[CH:27][CH:26]=2)=[CH:23][N:24]=1)=[O:13])([C@@H:8]([CH3:11])[O:9][CH3:10])[NH2:7])=[O:4].[Cl:62]N1C(=O)CCC1=O. (7) Given the product [C:3]([C:6]1[N:11]=[C:10]([C:12]2[CH:13]=[CH:14][C:15]([C:18]3[CH:23]=[CH:22][C:21]([C:24]4([C:28]([OH:30])=[O:29])[CH2:25][CH2:26][CH2:27]4)=[CH:20][C:19]=3[Cl:32])=[CH:16][CH:17]=2)[C:9]([CH3:33])=[N:8][C:7]=1[CH3:34])(=[O:5])[NH2:4], predict the reactants needed to synthesize it. The reactants are: [OH-].[K+].[C:3]([C:6]1[N:11]=[C:10]([C:12]2[CH:17]=[CH:16][C:15]([C:18]3[CH:23]=[CH:22][C:21]([C:24]4([C:28]([O:30]C)=[O:29])[CH2:27][CH2:26][CH2:25]4)=[CH:20][C:19]=3[Cl:32])=[CH:14][CH:13]=2)[C:9]([CH3:33])=[N:8][C:7]=1[CH3:34])(=[O:5])[NH2:4].Cl.